This data is from NCI-60 drug combinations with 297,098 pairs across 59 cell lines. The task is: Regression. Given two drug SMILES strings and cell line genomic features, predict the synergy score measuring deviation from expected non-interaction effect. (1) Drug 1: C1=CN(C=N1)CC(O)(P(=O)(O)O)P(=O)(O)O. Drug 2: C1CN1C2=NC(=NC(=N2)N3CC3)N4CC4. Cell line: HCC-2998. Synergy scores: CSS=21.6, Synergy_ZIP=1.92, Synergy_Bliss=-0.118, Synergy_Loewe=-4.36, Synergy_HSA=0.254. (2) Drug 1: CS(=O)(=O)CCNCC1=CC=C(O1)C2=CC3=C(C=C2)N=CN=C3NC4=CC(=C(C=C4)OCC5=CC(=CC=C5)F)Cl. Drug 2: COC1=C2C(=CC3=C1OC=C3)C=CC(=O)O2. Cell line: M14. Synergy scores: CSS=-10.5, Synergy_ZIP=17.5, Synergy_Bliss=11.9, Synergy_Loewe=2.44, Synergy_HSA=-2.70. (3) Drug 1: CS(=O)(=O)OCCCCOS(=O)(=O)C. Drug 2: B(C(CC(C)C)NC(=O)C(CC1=CC=CC=C1)NC(=O)C2=NC=CN=C2)(O)O. Cell line: A549. Synergy scores: CSS=57.2, Synergy_ZIP=-1.02, Synergy_Bliss=-2.03, Synergy_Loewe=-48.4, Synergy_HSA=-2.77. (4) Drug 1: CC1=C(C=C(C=C1)C(=O)NC2=CC(=CC(=C2)C(F)(F)F)N3C=C(N=C3)C)NC4=NC=CC(=N4)C5=CN=CC=C5. Drug 2: C(CC(=O)O)C(=O)CN.Cl. Cell line: KM12. Synergy scores: CSS=7.69, Synergy_ZIP=-5.12, Synergy_Bliss=-6.93, Synergy_Loewe=-4.24, Synergy_HSA=-4.62. (5) Drug 1: CC1=C2C(C(=O)C3(C(CC4C(C3C(C(C2(C)C)(CC1OC(=O)C(C(C5=CC=CC=C5)NC(=O)OC(C)(C)C)O)O)OC(=O)C6=CC=CC=C6)(CO4)OC(=O)C)OC)C)OC. Drug 2: CC1C(C(CC(O1)OC2CC(CC3=C2C(=C4C(=C3O)C(=O)C5=CC=CC=C5C4=O)O)(C(=O)C)O)N)O. Cell line: T-47D. Synergy scores: CSS=29.3, Synergy_ZIP=-9.65, Synergy_Bliss=-12.3, Synergy_Loewe=-10.7, Synergy_HSA=-6.25.